The task is: Regression. Given two drug SMILES strings and cell line genomic features, predict the synergy score measuring deviation from expected non-interaction effect.. This data is from NCI-60 drug combinations with 297,098 pairs across 59 cell lines. (1) Drug 1: C1CC(=O)NC(=O)C1N2CC3=C(C2=O)C=CC=C3N. Drug 2: CN(C(=O)NC(C=O)C(C(C(CO)O)O)O)N=O. Cell line: HCT116. Synergy scores: CSS=6.40, Synergy_ZIP=-2.49, Synergy_Bliss=-1.88, Synergy_Loewe=0.532, Synergy_HSA=0.557. (2) Drug 2: C1=NNC2=C1C(=O)NC=N2. Synergy scores: CSS=19.5, Synergy_ZIP=-4.20, Synergy_Bliss=-12.7, Synergy_Loewe=-21.9, Synergy_HSA=-15.0. Drug 1: CCCCC(=O)OCC(=O)C1(CC(C2=C(C1)C(=C3C(=C2O)C(=O)C4=C(C3=O)C=CC=C4OC)O)OC5CC(C(C(O5)C)O)NC(=O)C(F)(F)F)O. Cell line: HCT-15. (3) Drug 1: C1CCN(CC1)CCOC2=CC=C(C=C2)C(=O)C3=C(SC4=C3C=CC(=C4)O)C5=CC=C(C=C5)O. Drug 2: COC1=CC(=CC(=C1O)OC)C2C3C(COC3=O)C(C4=CC5=C(C=C24)OCO5)OC6C(C(C7C(O6)COC(O7)C8=CC=CS8)O)O. Cell line: EKVX. Synergy scores: CSS=31.4, Synergy_ZIP=-0.438, Synergy_Bliss=2.34, Synergy_Loewe=2.45, Synergy_HSA=1.11. (4) Synergy scores: CSS=30.0, Synergy_ZIP=1.98, Synergy_Bliss=-3.52, Synergy_Loewe=-18.7, Synergy_HSA=-3.36. Drug 1: C1=NC2=C(N1)C(=S)N=C(N2)N. Drug 2: C1=CC(=CC=C1C#N)C(C2=CC=C(C=C2)C#N)N3C=NC=N3. Cell line: CCRF-CEM. (5) Drug 1: CC1=C(N=C(N=C1N)C(CC(=O)N)NCC(C(=O)N)N)C(=O)NC(C(C2=CN=CN2)OC3C(C(C(C(O3)CO)O)O)OC4C(C(C(C(O4)CO)O)OC(=O)N)O)C(=O)NC(C)C(C(C)C(=O)NC(C(C)O)C(=O)NCCC5=NC(=CS5)C6=NC(=CS6)C(=O)NCCC[S+](C)C)O. Drug 2: C1=CC=C(C(=C1)C(C2=CC=C(C=C2)Cl)C(Cl)Cl)Cl. Cell line: RXF 393. Synergy scores: CSS=-2.45, Synergy_ZIP=10.3, Synergy_Bliss=7.81, Synergy_Loewe=-9.45, Synergy_HSA=-3.12.